Dataset: Catalyst prediction with 721,799 reactions and 888 catalyst types from USPTO. Task: Predict which catalyst facilitates the given reaction. (1) Reactant: [CH:1]12[CH2:7][CH:4]([CH2:5][CH2:6]1)[CH2:3][C@@H:2]2[NH:8][C:9]1[S:10][C:11]([CH2:16][CH:17]2[CH2:22][CH2:21][N:20](C(OC(C)(C)C)=O)[CH2:19][CH2:18]2)([CH3:15])[C:12](=[O:14])[N:13]=1.Cl. Product: [CH:1]12[CH2:7][CH:4]([CH2:5][CH2:6]1)[CH2:3][C@@H:2]2[NH:8][C:9]1[S:10][C:11]([CH3:15])([CH2:16][CH:17]2[CH2:22][CH2:21][NH:20][CH2:19][CH2:18]2)[C:12](=[O:14])[N:13]=1. The catalyst class is: 25. (2) Reactant: [CH3:1][C:2]([C:4]1[CH:9]=[C:8]([Br:10])[C:7]([OH:11])=[C:6]([Br:12])[CH:5]=1)=[O:3].C([O-])([O-])=O.[K+].[K+].[CH2:19](Br)[C:20]1[CH:25]=[CH:24][CH:23]=[CH:22][CH:21]=1. Product: [CH2:19]([O:11][C:7]1[C:6]([Br:12])=[CH:5][C:4]([C:2](=[O:3])[CH3:1])=[CH:9][C:8]=1[Br:10])[C:20]1[CH:25]=[CH:24][CH:23]=[CH:22][CH:21]=1. The catalyst class is: 18. (3) Reactant: C([O:9][CH2:10][CH2:11][N:12]1[C:20]2[C:19](Cl)=[N:18][CH:17]=[N:16][C:15]=2[CH:14]=[CH:13]1)(=O)C1C=CC=CC=1.[NH2:22][C:23]1[CH:43]=[CH:42][C:26]([O:27][CH2:28][CH:29]2[CH2:34][CH2:33][N:32]([C:35]([O:37][C:38]([CH3:41])([CH3:40])[CH3:39])=[O:36])[CH2:31][CH2:30]2)=[C:25]([Cl:44])[CH:24]=1. Product: [Cl:44][C:25]1[CH:24]=[C:23]([NH:22][C:19]2[C:20]3[N:12]([CH2:11][CH2:10][OH:9])[CH:13]=[CH:14][C:15]=3[N:16]=[CH:17][N:18]=2)[CH:43]=[CH:42][C:26]=1[O:27][CH2:28][CH:29]1[CH2:30][CH2:31][N:32]([C:35]([O:37][C:38]([CH3:39])([CH3:40])[CH3:41])=[O:36])[CH2:33][CH2:34]1. The catalyst class is: 32. (4) Reactant: [C:1]([C:4]1[C:5](=[O:16])[NH:6][C:7]2[C:12]([C:13]=1O)=[CH:11][C:10]([F:15])=[CH:9][CH:8]=2)(=O)[CH3:2].O.[NH2:18][NH2:19]. Product: [F:15][C:10]1[CH:9]=[CH:8][C:7]2[NH:6][C:5](=[O:16])[C:4]3=[C:1]([CH3:2])[NH:18][N:19]=[C:13]3[C:12]=2[CH:11]=1. The catalyst class is: 3. (5) Reactant: [Br:1][C:2]1[CH:10]=[CH:9][CH:8]=[C:7]2[C:3]=1[CH:4]=[N:5][NH:6]2.CC1C=CC(S(O)(=O)=O)=CC=1.O.[O:23]1[CH:28]=[CH:27][CH2:26][CH2:25][CH2:24]1. Product: [Br:1][C:2]1[CH:10]=[CH:9][CH:8]=[C:7]2[C:3]=1[CH:4]=[N:5][N:6]2[CH:24]1[CH2:25][CH2:26][CH2:27][CH2:28][O:23]1. The catalyst class is: 1. (6) Reactant: [CH2:1]([C:3]1[NH:12][C:6]2=[CH:7][N:8]=[C:9](Cl)[CH:10]=[C:5]2[CH:4]=1)[CH3:2].[NH3:13].O. Product: [CH2:1]([C:3]1[NH:12][C:6]2=[CH:7][N:8]=[C:9]([NH2:13])[CH:10]=[C:5]2[CH:4]=1)[CH3:2]. The catalyst class is: 14. (7) Reactant: [O:1]=[S:2]1(=[O:28])[C:7]2[CH:8]=[CH:9][CH:10]=[CH:11][C:6]=2[NH:5][C:4]([C:12]2[C:17](=[O:18])[N:16]([N:19]=[CH:20][CH:21]([CH3:23])[CH3:22])[C:15]3[CH:24]=[CH:25][S:26][C:14]=3[C:13]=2[OH:27])=[N:3]1.CO.[BH4-].[Li+].Cl.O1C[CH2:37][CH2:36][CH2:35]1. Product: [CH2:20]([NH:19][N:16]1[C:17](=[O:18])[C:12]([C:4]2[NH:5][C:6]3[CH:11]=[CH:10][CH:9]=[CH:8][C:7]=3[S:2](=[O:1])(=[O:28])[N:3]=2)=[C:13]([OH:27])[C:14]2[S:26][CH:25]=[CH:24][C:15]1=2)[C:21]1[CH:22]=[CH:37][CH:36]=[CH:35][CH:23]=1. The catalyst class is: 6.